Dataset: Forward reaction prediction with 1.9M reactions from USPTO patents (1976-2016). Task: Predict the product of the given reaction. (1) Given the reactants [CH2:1]([C:3]1[CH:8]=[CH:7][C:6]([CH:9]2[CH2:14][CH:13]([O:15][CH3:16])[CH2:12][NH:11][CH2:10]2)=[CH:5][CH:4]=1)[CH3:2].[N:17]1([C:23](Cl)=[O:24])[CH2:22][CH2:21][O:20][CH2:19][CH2:18]1, predict the reaction product. The product is: [CH2:1]([C:3]1[CH:4]=[CH:5][C:6]([CH:9]2[CH2:14][CH:13]([O:15][CH3:16])[CH2:12][N:11]([C:23]([N:17]3[CH2:22][CH2:21][O:20][CH2:19][CH2:18]3)=[O:24])[CH2:10]2)=[CH:7][CH:8]=1)[CH3:2]. (2) Given the reactants [N:1]1([S:5]([NH2:8])(=[O:7])=[O:6])[CH2:4][CH2:3][CH2:2]1.C1(P(C2CCCCC2)C2C=CC=CC=2C2C(C(C)C)=CC(C(C)C)=CC=2C(C)C)CCCCC1.C(=O)([O-])[O-].[Cs+].[Cs+].Cl[C:50]1[CH:55]=[C:54]([O:56][C:57]([CH3:60])([CH3:59])[CH3:58])[N:53]=[C:52]([S:61][CH2:62][C:63]2[CH:68]=[CH:67][CH:66]=[C:65]([F:69])[C:64]=2[F:70])[N:51]=1, predict the reaction product. The product is: [F:70][C:64]1[C:65]([F:69])=[CH:66][CH:67]=[CH:68][C:63]=1[CH2:62][S:61][C:52]1[N:51]=[C:50]([NH:8][S:5]([N:1]2[CH2:4][CH2:3][CH2:2]2)(=[O:7])=[O:6])[CH:55]=[C:54]([O:56][C:57]([CH3:60])([CH3:59])[CH3:58])[N:53]=1. (3) Given the reactants Cl.C(O[C:5]([C:7]1[CH:8]=[C:9]2[C:13](=[CH:14][CH:15]=1)[NH:12][N:11]=[C:10]2[C:16]1[CH:21]=[CH:20][C:19]([F:22])=[CH:18][CH:17]=1)=[NH:6])C.C(N(CC)CC)C.[OH:30][CH:31]([CH3:37])[CH2:32][C:33]([NH:35][NH2:36])=O, predict the reaction product. The product is: [F:22][C:19]1[CH:18]=[CH:17][C:16]([C:10]2[C:9]3[C:13](=[CH:14][CH:15]=[C:7]([C:5]4[NH:6][C:33]([CH2:32][CH:31]([OH:30])[CH3:37])=[N:35][N:36]=4)[CH:8]=3)[NH:12][N:11]=2)=[CH:21][CH:20]=1. (4) Given the reactants [S:1]1[CH:5]=[CH:4][N:3]2[CH:6]=[C:7]([C:9]3[CH:19]=[CH:18][CH:17]=[CH:16][C:10]=3[C:11]([O:13]CC)=[O:12])[N:8]=[C:2]12, predict the reaction product. The product is: [S:1]1[CH:5]=[CH:4][N:3]2[CH:6]=[C:7]([C:9]3[CH:19]=[CH:18][CH:17]=[CH:16][C:10]=3[C:11]([OH:13])=[O:12])[N:8]=[C:2]12. (5) Given the reactants Br[C:2]1[CH:3]=[N:4][CH:5]=[C:6]([Br:8])[CH:7]=1.[F:9][C:10]1[CH:11]=[CH:12][C:13](B2OC(C)(C)C(C)(C)O2)=[C:14]([CH:17]=1)[C:15]#[N:16], predict the reaction product. The product is: [Br:8][C:6]1[CH:7]=[C:2]([C:13]2[CH:12]=[CH:11][C:10]([F:9])=[CH:17][C:14]=2[C:15]#[N:16])[CH:3]=[N:4][CH:5]=1.